From a dataset of Forward reaction prediction with 1.9M reactions from USPTO patents (1976-2016). Predict the product of the given reaction. (1) Given the reactants [C:1]([CH2:3][C:4]([O:6][CH2:7][CH3:8])=[O:5])#[N:2].[C:9](OCC)(OCC)([O:11][CH2:12][CH3:13])[CH3:10], predict the reaction product. The product is: [CH2:7]([O:6][C:4](=[O:5])[C:3]([C:1]#[N:2])=[C:9]([O:11][CH2:12][CH3:13])[CH3:10])[CH3:8]. (2) The product is: [CH:1]([C:3]1[CH:11]=[CH:10][C:6]([C:7]([O:9][CH3:16])=[O:8])=[CH:5][CH:4]=1)=[O:2]. Given the reactants [CH:1]([C:3]1[CH:11]=[CH:10][C:6]([C:7]([OH:9])=[O:8])=[CH:5][CH:4]=1)=[O:2].S(Cl)(Cl)=O.[CH3:16]O, predict the reaction product. (3) The product is: [C:15]([O:14][C:12]([NH:1][C:2]1[S:3][C:4]([C:7]([O:9][CH2:10][CH3:11])=[O:8])=[CH:5][N:6]=1)=[O:13])([CH3:18])([CH3:17])[CH3:16]. Given the reactants [NH2:1][C:2]1[S:3][C:4]([C:7]([O:9][CH2:10][CH3:11])=[O:8])=[CH:5][N:6]=1.[C:12](O[C:12]([O:14][C:15]([CH3:18])([CH3:17])[CH3:16])=[O:13])([O:14][C:15]([CH3:18])([CH3:17])[CH3:16])=[O:13], predict the reaction product. (4) Given the reactants [CH3:1][C:2]1([CH3:25])[CH2:24][O:23][C:5]2([C:13]3[C:8](=[CH:9][CH:10]=[C:11]([N+:14]([O-])=O)[CH:12]=3)[N:7]([CH2:17][C:18]([O:20][CH3:21])=[O:19])[C:6]2=[O:22])[O:4][CH2:3]1, predict the reaction product. The product is: [NH2:14][C:11]1[CH:12]=[C:13]2[C:8](=[CH:9][CH:10]=1)[N:7]([CH2:17][C:18]([O:20][CH3:21])=[O:19])[C:6](=[O:22])[C:5]12[O:23][CH2:24][C:2]([CH3:25])([CH3:1])[CH2:3][O:4]1. (5) Given the reactants [CH3:1][O:2][C:3]1[CH:8]=[C:7]([O:9][CH2:10][C:11]2[S:15][C:14]([C:16]3[CH:21]=[CH:20][C:19]([C:22]([F:25])([F:24])[F:23])=[CH:18][CH:17]=3)=[N:13][C:12]=2[CH2:26][S:27][CH3:28])[CH:6]=[CH:5][C:4]=1[C:29]1[NH:33][C:32](=[O:34])[O:31][N:30]=1.ClC1C=CC=C(C(OO)=[O:43])C=1.O, predict the reaction product. The product is: [CH3:28][S:27]([CH2:26][C:12]1[N:13]=[C:14]([C:16]2[CH:21]=[CH:20][C:19]([C:22]([F:23])([F:24])[F:25])=[CH:18][CH:17]=2)[S:15][C:11]=1[CH2:10][O:9][C:7]1[CH:6]=[CH:5][C:4]([C:29]2[NH:33][C:32](=[O:34])[O:31][N:30]=2)=[C:3]([O:2][CH3:1])[CH:8]=1)=[O:43]. (6) The product is: [NH2:2][C@H:3]([C:9]([O-:11])=[O:10])[CH2:4][CH2:5][CH2:6][CH2:7][NH2:8].[NH2:12][C@H:13]([C:19]([O-:21])=[O:20])[CH2:14][CH2:15][CH2:16][CH2:17][NH2:18].[Mg+2:22]. Given the reactants O.[NH2:2][C@H:3]([C:9]([O-:11])=[O:10])[CH2:4][CH2:5][CH2:6][CH2:7][NH2:8].[NH2:12][C@H:13]([C:19]([O-:21])=[O:20])[CH2:14][CH2:15][CH2:16][CH2:17][NH2:18].[Mg+2:22], predict the reaction product. (7) Given the reactants ClC1N(CC2C=CC=CC=2C#N)C(=O)NC(=O)C=1.[Br:19][C:20]1[CH:27]=[CH:26][CH:25]=[CH:24][C:21]=1[CH2:22]Br.[NH2:28][C@@H:29]1[CH2:34][CH2:33][CH2:32][N:31]([C:35]2[N:40](CC3C=CC=CC=3C#N)[C:39](=[O:50])[N:38](C)[C:37](=[O:52])[CH:36]=2)[CH2:30]1, predict the reaction product. The product is: [NH2:28][C@@H:29]1[CH2:34][CH2:33][CH2:32][N:31]([C:35]2[N:40]([CH2:22][C:21]3[CH:24]=[CH:25][CH:26]=[CH:27][C:20]=3[Br:19])[C:39](=[O:50])[NH:38][C:37](=[O:52])[CH:36]=2)[CH2:30]1. (8) Given the reactants [CH2:1]([CH:3]([N:6]1[CH2:11][CH2:10][CH:9]([CH2:12][CH2:13][CH2:14][C:15]([NH:17][OH:18])=[NH:16])[CH2:8][CH2:7]1)[CH2:4][CH3:5])[CH3:2].[CH:19]1([C:25]2[CH:33]=[CH:32][C:28]([C:29]([Cl:31])=O)=[CH:27][CH:26]=2)[CH2:24][CH2:23][CH2:22][CH2:21][CH2:20]1, predict the reaction product. The product is: [ClH:31].[CH2:1]([CH:3]([N:6]1[CH2:11][CH2:10][CH:9]([CH2:12][CH2:13][CH2:14][C:15]2[N:16]=[C:29]([C:28]3[CH:32]=[CH:33][C:25]([CH:19]4[CH2:20][CH2:21][CH2:22][CH2:23][CH2:24]4)=[CH:26][CH:27]=3)[O:18][N:17]=2)[CH2:8][CH2:7]1)[CH2:4][CH3:5])[CH3:2]. (9) Given the reactants [F:1][C:2]1[CH:7]=[CH:6][C:5]([SH:8])=[CH:4][CH:3]=1.[Br:9][CH2:10][CH2:11][CH2:12]Br.C([O-])([O-])=O.[K+].[K+], predict the reaction product. The product is: [Br:9][CH2:10][CH2:11][CH2:12][S:8][C:5]1[CH:6]=[CH:7][C:2]([F:1])=[CH:3][CH:4]=1.